From a dataset of Full USPTO retrosynthesis dataset with 1.9M reactions from patents (1976-2016). Predict the reactants needed to synthesize the given product. (1) Given the product [C:6]([C:5]1[CH:8]=[CH:9][C:2]([CH2:24][CH2:23][CH2:22][NH:21][C:19]([O:18][CH2:17][C:11]2[CH:12]=[CH:13][CH:14]=[CH:15][CH:16]=2)=[O:20])=[CH:3][C:4]=1[F:10])#[N:7], predict the reactants needed to synthesize it. The reactants are: Br[C:2]1[CH:9]=[CH:8][C:5]([C:6]#[N:7])=[C:4]([F:10])[CH:3]=1.[C:11]1([CH2:17][O:18][C:19]([NH:21][CH2:22][CH:23]=[CH2:24])=[O:20])[CH:16]=[CH:15][CH:14]=[CH:13][CH:12]=1.C12CCCC(CCC1)B12[H]B2(C3CCCC2CCC3)[H]1.[OH-].[Na+]. (2) Given the product [NH:4]1[C:5]([C:6]2[CH:7]=[C:8]([NH:12][C:13]([C:15]3([CH3:28])[CH2:20][CH2:19][NH:18][CH2:17][CH2:16]3)=[O:14])[CH:9]=[CH:10][CH:11]=2)=[N:1][N:2]=[N:3]1, predict the reactants needed to synthesize it. The reactants are: [NH:1]1[C:5]([C:6]2[CH:7]=[C:8]([NH:12][C:13]([C:15]3([CH3:28])[CH2:20][CH2:19][N:18](C(OC(C)(C)C)=O)[CH2:17][CH2:16]3)=[O:14])[CH:9]=[CH:10][CH:11]=2)=[N:4][N:3]=[N:2]1.Cl. (3) Given the product [NH2:8][C@@H:9]1[CH2:16][N:15]2[C:17]3[CH:18]=[C:19]([C:30]([O:32][CH3:33])=[O:31])[CH:20]=[CH:21][C:22]=3[C:23]([CH:24]3[CH2:29][CH2:28][CH2:27][CH2:26][CH2:25]3)=[C:14]2[C:13]2[CH:34]=[CH:35][CH:36]=[CH:37][C:12]=2[O:11][CH2:10]1, predict the reactants needed to synthesize it. The reactants are: C(OC([NH:8][C@@H:9]1[CH2:16][N:15]2[C:17]3[CH:18]=[C:19]([C:30]([O:32][CH3:33])=[O:31])[CH:20]=[CH:21][C:22]=3[C:23]([CH:24]3[CH2:29][CH2:28][CH2:27][CH2:26][CH2:25]3)=[C:14]2[C:13]2[CH:34]=[CH:35][CH:36]=[CH:37][C:12]=2[O:11][CH2:10]1)=O)(C)(C)C.C(O)(C(F)(F)F)=O.C([O-])(O)=O.[Na+]. (4) Given the product [F:18][C:19]1[CH:26]=[CH:25][C:22]([CH2:23][O:1][C:2]2[C:11]3[C:6](=[CH:7][CH:8]=[CH:9][CH:10]=3)[C:5]([CH:12]=[O:13])=[C:4]([CH3:14])[C:3]=2[CH3:15])=[CH:21][CH:20]=1, predict the reactants needed to synthesize it. The reactants are: [OH:1][C:2]1[C:11]2[C:6](=[CH:7][CH:8]=[CH:9][CH:10]=2)[C:5]([CH:12]=[O:13])=[C:4]([CH3:14])[C:3]=1[CH3:15].[H-].[Na+].[F:18][C:19]1[CH:26]=[CH:25][C:22]([CH2:23]Br)=[CH:21][CH:20]=1. (5) Given the product [CH2:5]([N:6]1[CH2:10][CH2:9][N:8]([C:11]2[S:12][C:13]([C:17]([OH:19])=[O:18])=[C:14]([CH3:16])[N:15]=2)[C:7]1=[O:22])[CH:3]([CH3:4])[CH3:2], predict the reactants needed to synthesize it. The reactants are: F[C:2]1(F)[CH2:4][CH:3]1[CH2:5][N:6]1[CH2:10][CH2:9][N:8]([C:11]2[S:12][C:13]([C:17]([O:19]CC)=[O:18])=[C:14]([CH3:16])[N:15]=2)[C:7]1=[O:22].C(N1CCN(C2SC(C(OCC)=O)=C(C)N=2)C1=O)C(C)C. (6) Given the product [CH3:30][O:29][C:27]([C:11]1[NH:10][CH:15]([C:16]2[CH:21]=[CH:20][C:19]([Cl:22])=[C:18]([O:23][CH3:24])[C:17]=2[F:25])[CH2:14][C:13](=[O:26])[CH:12]=1)=[O:28], predict the reactants needed to synthesize it. The reactants are: C1(OC([N:10]2[CH:15]([C:16]3[CH:21]=[CH:20][C:19]([Cl:22])=[C:18]([O:23][CH3:24])[C:17]=3[F:25])[CH2:14][C:13](=[O:26])[CH:12]=[C:11]2[C:27]([O:29][CH3:30])=[O:28])=O)C=CC=CC=1.C[O-].[Na+]. (7) The reactants are: [Cl:1][C:2]1[CH:3]=[C:4]([CH:8]=[CH:9][N:10]=1)[C:5](O)=[O:6].Cl.[OH-].[Na+]. Given the product [Cl:1][C:2]1[CH:3]=[C:4]([CH2:5][OH:6])[CH:8]=[CH:9][N:10]=1, predict the reactants needed to synthesize it. (8) Given the product [Cl:99][C:100]1[CH:101]=[C:102]([CH:112]=[CH:113][C:114]=1[NH:115][C:116]1[N:117]=[C:118]([NH:50][C:51]2[C:52]([C:66](=[O:67])[NH:68][CH3:69])=[N:53][C:54]([C:57]3[CH:58]=[N:59][N:60]([CH2:62][CH2:63][CH2:64][OH:65])[CH:61]=3)=[CH:55][CH:56]=2)[C:119]([C:123]([F:126])([F:124])[F:125])=[CH:120][N:121]=1)[CH2:103][P:104](=[O:111])([O:108][CH2:109][CH3:110])[O:105][CH2:106][CH3:107], predict the reactants needed to synthesize it. The reactants are: OCCCN1C=C(C2C=CC(NC3C(C(F)(F)F)=CN=C(NC4C=CC(CP(=O)(OCC)OCC)=CC=4OC)N=3)=C3C=2CN(C)C3=O)C=N1.[NH2:50][C:51]1[C:52]([C:66]([NH:68][CH3:69])=[O:67])=[N:53][C:54]([C:57]2[CH:58]=[N:59][N:60]([CH2:62][CH2:63][CH2:64][OH:65])[CH:61]=2)=[CH:55][CH:56]=1.ClC1C(C(F)(F)F)=CN=C(NC2C=CC(CP(=O)(OCC)OCC)=CC=2OC)N=1.[Cl:99][C:100]1[CH:101]=[C:102]([CH:112]=[CH:113][C:114]=1[NH:115][C:116]1[N:121]=[C:120](Cl)[C:119]([C:123]([F:126])([F:125])[F:124])=[CH:118][N:117]=1)[CH2:103][P:104](=[O:111])([O:108][CH2:109][CH3:110])[O:105][CH2:106][CH3:107].